From a dataset of Acute oral toxicity (LD50) regression data from Zhu et al.. Regression/Classification. Given a drug SMILES string, predict its toxicity properties. Task type varies by dataset: regression for continuous values (e.g., LD50, hERG inhibition percentage) or binary classification for toxic/non-toxic outcomes (e.g., AMES mutagenicity, cardiotoxicity, hepatotoxicity). Dataset: ld50_zhu. (1) The drug is O=C(Cc1ccccc1)OC1=C(OC(=O)Cc2ccccc2)C(=O)OC1=O. The rat oral LD50 is 1.66, given as -log10 of the dose in mol/kg body weight (higher means more acutely toxic). (2) The molecule is CCN(CCNS(C)(=O)=O)c1ccc(N)c(C)c1. The rat oral LD50 is 2.83, given as -log10 of the dose in mol/kg body weight (higher means more acutely toxic). (3) The compound is Cc1c(N)nc(C)c2c1[nH]c1ccccc12. The rat oral LD50 is 3.33, given as -log10 of the dose in mol/kg body weight (higher means more acutely toxic). (4) The drug is CN(CCCN)CCCN. The rat oral LD50 is 1.98, given as -log10 of the dose in mol/kg body weight (higher means more acutely toxic). (5) The compound is NCCNCc1ccccc1O. The rat oral LD50 is 1.65, given as -log10 of the dose in mol/kg body weight (higher means more acutely toxic).